This data is from HIV replication inhibition screening data with 41,000+ compounds from the AIDS Antiviral Screen. The task is: Binary Classification. Given a drug SMILES string, predict its activity (active/inactive) in a high-throughput screening assay against a specified biological target. (1) The molecule is N#Cc1c(-c2ccccc2)cn2c1[nH]c(=O)c1ccccc12. The result is 0 (inactive). (2) The drug is COc1cc2c(cc1OC)C1CC(=O)C(CCCCCCC3CN4CCc5cc(OC)c(OC)cc5C4CC3=O)CN1CC2. The result is 0 (inactive). (3) The compound is CCC1NC(=O)C(C(O)C(C)C)N(C)C(=O)C(C(C)C)N(C)C(=O)C(CC(C)C)N(C)C(=O)C(CC(C)C)N(C)C(=O)C(C)NC(=O)C(CCCCNC(=O)COc2ccc(Sc3c(O)cc(-c4ccccc4)oc3=O)c(C(C)(C)C)c2)NC(=O)C(CC(C)C)N(C)C(=O)C(C(C)C)NC(=O)C(CC(C)C)N(C)C(=O)C(CO)N(C)C1=O. The result is 0 (inactive). (4) The compound is Cn1c(=N)n[n+]([O-])c2ccccc21. The result is 0 (inactive). (5) The drug is Oc1nc(Cc2ccccc2)nc2c1sc1nc3ccccc3n12. The result is 0 (inactive). (6) The drug is Cc1ccc(S(=O)(=O)NN=Cc2oc(-c3cccc([N+](=O)[O-])c3)c(-c3cccc([N+](=O)[O-])c3)c2[N+](=O)[O-])cc1. The result is 0 (inactive). (7) The molecule is Cc1ccc(S(=O)(=O)N2CCSCCSCCN(S(=O)(=O)c3ccc(C)cc3)CCN(S(=O)(=O)c3ccc(C)cc3)CC2)cc1. The result is 0 (inactive).